The task is: Predict the reaction yield, written as a fraction of the theoretical maximum amount of product (1.0 means a 100% yield; for example, 0.34 means a 34% yield).. This data is from Reaction yield outcomes from USPTO patents with 853,638 reactions. (1) The reactants are C(O[CH:4](OCC)[CH2:5][C:6]#[N:7])C.Cl.Cl.[CH:13]1([NH:16][NH2:17])[CH2:15][CH2:14]1. The catalyst is C(O)C. The product is [CH:13]1([N:16]2[C:6]([NH2:7])=[CH:5][CH:4]=[N:17]2)[CH2:15][CH2:14]1. The yield is 0.360. (2) The reactants are [C:1]([NH:3][C:4](=[N:12][C:13]1[CH:18]=[CH:17][C:16]([N:19]2[CH2:24][CH2:23][N:22]([CH:25]3[CH2:30][CH:29]4[CH2:31][CH:26]3[CH2:27][CH2:28]4)[CH2:21][CH2:20]2)=[CH:15][CH:14]=1)[O:5][C:6]1C=CC=CC=1)#[N:2].[Cl:32][C:33]1[N:34]=[C:35]([NH:43][NH2:44])[C:36]2[S:41][CH:40]=[C:39]([CH3:42])[C:37]=2[N:38]=1.CN1C(=[O:51])CCC1. No catalyst specified. The product is [CH:6]([OH:5])=[O:51].[C@@H:26]12[CH2:31][C@@H:29]([CH2:28][CH2:27]1)[CH2:30][C@@H:25]2[N:22]1[CH2:23][CH2:24][N:19]([C:16]2[CH:17]=[CH:18][C:13]([NH:12][C:4]3[N:3]=[C:1]([NH2:2])[N:43]([C:35]4[C:36]5[S:41][CH:40]=[C:39]([CH3:42])[C:37]=5[N:38]=[C:33]([Cl:32])[N:34]=4)[N:44]=3)=[CH:14][CH:15]=2)[CH2:20][CH2:21]1. The yield is 0.310. (3) The reactants are [C:1]([C:5]1[CH:10]=[CH:9][C:8]([C:11]2[CH:16]=[CH:15][CH:14]=[C:13]([CH:17]3[CH2:26][C:25]([CH3:28])([CH3:27])[C:24]4[C:19](=[CH:20][CH:21]=[C:22]([C:29]([OH:31])=O)[CH:23]=4)[NH:18]3)[CH:12]=2)=[CH:7][CH:6]=1)([CH3:4])([CH3:3])[CH3:2].[CH3:32][S:33]([NH2:36])(=[O:35])=[O:34]. The catalyst is CN(C)C1C=CN=CC=1.ClCCl. The product is [C:1]([C:5]1[CH:10]=[CH:9][C:8]([C:11]2[CH:16]=[CH:15][CH:14]=[C:13]([CH:17]3[CH2:26][C:25]([CH3:27])([CH3:28])[C:24]4[C:19](=[CH:20][CH:21]=[C:22]([C:29]([NH:36][S:33]([CH3:32])(=[O:35])=[O:34])=[O:31])[CH:23]=4)[NH:18]3)[CH:12]=2)=[CH:7][CH:6]=1)([CH3:3])([CH3:4])[CH3:2]. The yield is 0.200. (4) The reactants are Cl.[NH2:2][C@H:3]1[CH2:8][CH2:7][C@H:6]([OH:9])[CH2:5][CH2:4]1.C(N(CC)CC)C.[C:17](O[C:17]([O:19][C:20]([CH3:23])([CH3:22])[CH3:21])=[O:18])([O:19][C:20]([CH3:23])([CH3:22])[CH3:21])=[O:18].C(OCC)(=O)C. The catalyst is O1CCCC1. The product is [C:20]([O:19][C:17](=[O:18])[NH:2][CH:3]1[CH2:8][CH2:7][CH:6]([OH:9])[CH2:5][CH2:4]1)([CH3:23])([CH3:22])[CH3:21]. The yield is 0.970. (5) The reactants are [F:1][C:2]1[CH:15]=[CH:14][C:5]([CH2:6][S:7][CH2:8][C:9]([O:11][CH2:12][CH3:13])=[O:10])=[CH:4][CH:3]=1.C1C=C(Cl)C=C(C(OO)=[O:24])C=1. The catalyst is C(Cl)Cl. The product is [F:1][C:2]1[CH:3]=[CH:4][C:5]([CH2:6][S:7]([CH2:8][C:9]([O:11][CH2:12][CH3:13])=[O:10])=[O:24])=[CH:14][CH:15]=1. The yield is 0.980.